From a dataset of Forward reaction prediction with 1.9M reactions from USPTO patents (1976-2016). Predict the product of the given reaction. (1) Given the reactants [NH2:1][C:2]1[CH:11]=[CH:10][CH:9]=[C:4]([C:5]([O:7][CH3:8])=[O:6])[C:3]=1[C:12]([O:14]C)=O.[C:16]([C:18]([O:20][CH2:21][CH3:22])=[O:19])#[N:17].Cl, predict the reaction product. The product is: [O:14]=[C:12]1[C:3]2[C:4]([C:5]([O:7][CH3:8])=[O:6])=[CH:9][CH:10]=[CH:11][C:2]=2[N:1]=[C:16]([C:18]([O:20][CH2:21][CH3:22])=[O:19])[NH:17]1. (2) Given the reactants [C:1]([CH2:3][CH2:4][C:5]1[CH:10]=[CH:9][C:8]([C:11]2[CH:16]=[CH:15][C:14](OS(C(F)(F)F)(=O)=O)=[C:13]([CH2:25][CH:26]([CH3:28])[CH3:27])[CH:12]=2)=[C:7]([CH2:29][CH:30]([CH3:32])[CH3:31])[CH:6]=1)#[N:2].CO[C:35]1[CH:40]=[CH:39][C:38](B2OC(C)(C)C(C)(C)O2)=[CH:37][C:36]=1[CH2:50][C:51]1[C:60]2[C:55](=[CH:56][CH:57]=[CH:58][CH:59]=2)[CH:54]=[CH:53][CH:52]=1.[C:61]([O-:64])([O-])=O.[Na+].[Na+].C(Cl)Cl, predict the reaction product. The product is: [CH2:25]([C:13]1[CH:12]=[C:11]([C:8]2[CH:9]=[CH:10][C:5]([CH2:4][CH2:3][C:1]#[N:2])=[CH:6][C:7]=2[CH2:29][CH:30]([CH3:32])[CH3:31])[CH:16]=[CH:15][C:14]=1[C:38]1[CH:39]=[CH:40][C:35]([O:64][CH3:61])=[C:36]([CH2:50][C:51]2[C:60]3[C:55](=[CH:56][CH:57]=[CH:58][CH:59]=3)[CH:54]=[CH:53][CH:52]=2)[CH:37]=1)[CH:26]([CH3:28])[CH3:27]. (3) Given the reactants [OH:1][C:2]1[C:3]([CH3:18])=[C:4]2[C:12](=[C:13]([CH3:16])[C:14]=1[CH3:15])[O:11][C:7]1([CH2:10][CH2:9][CH2:8]1)[CH2:6][C:5]2=[O:17].C=O.[CH3:21]NC.O.Cl.[BH4-].[Na+], predict the reaction product. The product is: [OH:1][C:2]1[C:3]([CH3:18])=[C:4]2[C:12](=[C:13]([CH3:16])[C:14]=1[CH3:15])[O:11][C:7]1([CH2:8][CH2:9][CH2:10]1)[CH:6]([CH3:21])[C:5]2=[O:17]. (4) Given the reactants Br[C:2]1[C:3]2[N:10]([CH2:11][CH3:12])[C:9]([C:13]3[C:14]([NH2:18])=[N:15][O:16][N:17]=3)=[N:8][C:4]=2[CH:5]=[N:6][CH:7]=1.[CH3:19][O:20][C:21]1[CH:28]=[CH:27][C:24]([CH:25]=[CH2:26])=[CH:23][CH:22]=1.C(N(CC)CC)C, predict the reaction product. The product is: [CH2:11]([N:10]1[C:3]2[C:2](/[CH:26]=[CH:25]/[C:24]3[CH:27]=[CH:28][C:21]([O:20][CH3:19])=[CH:22][CH:23]=3)=[CH:7][N:6]=[CH:5][C:4]=2[N:8]=[C:9]1[C:13]1[C:14]([NH2:18])=[N:15][O:16][N:17]=1)[CH3:12]. (5) The product is: [C:14]([C:10]1[CH:9]=[C:8]([CH:13]=[CH:12][CH:11]=1)[O:7][CH2:6][CH2:5][CH2:4][CH2:3][CH2:2][N:17]1[CH2:22][CH2:21][CH:20]([C:23]2[CH:24]=[C:25]([NH:29][C:30]([CH:32]3[CH2:33][CH2:34]3)=[O:31])[CH:26]=[CH:27][CH:28]=2)[CH2:19][CH2:18]1)(=[O:16])[CH3:15]. Given the reactants Cl[CH2:2][CH2:3][CH2:4][CH2:5][CH2:6][O:7][C:8]1[CH:9]=[C:10]([C:14](=[O:16])[CH3:15])[CH:11]=[CH:12][CH:13]=1.[NH:17]1[CH2:22][CH2:21][CH:20]([C:23]2[CH:24]=[C:25]([NH:29][C:30]([CH:32]3[CH2:34][CH2:33]3)=[O:31])[CH:26]=[CH:27][CH:28]=2)[CH2:19][CH2:18]1, predict the reaction product.